Predict the reactants needed to synthesize the given product. From a dataset of Full USPTO retrosynthesis dataset with 1.9M reactions from patents (1976-2016). (1) Given the product [CH3:22][O:21][C:19]([CH2:18][CH2:17][C:13]1[C:12]([CH3:23])=[CH:11][NH:15][C:14]=1[CH3:16])=[O:20], predict the reactants needed to synthesize it. The reactants are: C(OC([C:11]1[NH:15][C:14]([CH3:16])=[C:13]([CH2:17][CH2:18][C:19]([O:21][CH3:22])=[O:20])[C:12]=1[CH3:23])=O)C1C=CC=CC=1. (2) The reactants are: [N:1]1([C:6]2[CH:30]=[CH:29][C:9]([O:10][CH2:11][CH2:12][C@@H:13]3[CH2:15][C@@H:14]3[CH:16]3[CH2:21][CH2:20][N:19]([C:22](OCC(C)C)=O)[CH2:18][CH2:17]3)=[CH:8][CH:7]=2)[CH:5]=[N:4][N:3]=[N:2]1.C(=O)([O-])[O-].[K+].[K+].[N:37]#CBr. Given the product [N:1]1([C:6]2[CH:7]=[CH:8][C:9]([O:10][CH2:11][CH2:12][C@@H:13]3[CH2:15][C@@H:14]3[CH:16]3[CH2:21][CH2:20][N:19]([C:22]#[N:37])[CH2:18][CH2:17]3)=[CH:29][CH:30]=2)[CH:5]=[N:4][N:3]=[N:2]1, predict the reactants needed to synthesize it. (3) Given the product [Cl:22][C:19]1[CH:18]=[CH:17][C:16]([C:12]2([C:10](=[O:11])[CH2:9][S:1][C:2]3[CH:7]=[CH:6][CH:5]=[CH:4][N:3]=3)[CH2:15][CH2:14][CH2:13]2)=[CH:21][CH:20]=1, predict the reactants needed to synthesize it. The reactants are: [SH:1][C:2]1[CH:7]=[CH:6][CH:5]=[CH:4][N:3]=1.Br[CH2:9][C:10]([C:12]1([C:16]2[CH:21]=[CH:20][C:19]([Cl:22])=[CH:18][CH:17]=2)[CH2:15][CH2:14][CH2:13]1)=[O:11].CCN(CC)CC. (4) Given the product [CH3:18][O:17][C:14]1[CH:15]=[CH:16][C:11]2[C:10](=[O:19])[O:9][CH:8]([CH2:7][C:6]([OH:20])=[O:5])[C:12]=2[CH:13]=1, predict the reactants needed to synthesize it. The reactants are: C([O:5][C:6](=[O:20])[CH2:7][CH:8]1[C:12]2[CH:13]=[C:14]([O:17][CH3:18])[CH:15]=[CH:16][C:11]=2[C:10](=[O:19])[O:9]1)CCC. (5) Given the product [F:8][C:6]1[CH:7]=[C:2]([C:17]2[CH:16]=[N:15][N:14]([CH2:13][C:12]([OH:29])([CH3:28])[CH3:11])[CH:18]=2)[CH:3]=[C:4]([F:10])[C:5]=1[OH:9], predict the reactants needed to synthesize it. The reactants are: Br[C:2]1[CH:7]=[C:6]([F:8])[C:5]([OH:9])=[C:4]([F:10])[CH:3]=1.[CH3:11][C:12]([OH:29])([CH3:28])[CH2:13][N:14]1[CH:18]=[C:17](B2OC(C)(C)C(C)(C)O2)[CH:16]=[N:15]1. (6) Given the product [N:16]1[CH:17]=[CH:18][CH:19]=[CH:20][C:15]=1[C:6]1[N:1]=[N:2][C:3]([C:8]2[N:9]=[N:10][C:11]([C:15]3[CH:20]=[CH:19][CH:18]=[CH:17][N:16]=3)=[CH:12][CH:13]=2)=[CH:4][CH:5]=1, predict the reactants needed to synthesize it. The reactants are: [N:1]1[N:2]=[C:3]([C:8]2[N:9]=[N:10][CH:11]=[CH:12][CH:13]=2)[C:4](=O)[CH2:5][CH:6]=1.[SnH3][C:15]1[CH:20]=[CH:19][CH:18]=[CH:17][N:16]=1. (7) Given the product [CH3:1][C:2]1[C:6]([C:7]2[CH:8]=[C:9]([C:19]([OH:20])([C:21]3[CH:26]=[CH:25][CH:24]=[CH:23][N:22]=3)[CH2:31][CH2:30][C:29]([F:35])([F:34])[F:28])[C:10]3[NH:14][C:13](=[O:15])[NH:12][C:11]=3[CH:18]=2)=[C:5]([CH3:27])[O:4][N:3]=1, predict the reactants needed to synthesize it. The reactants are: [CH3:1][C:2]1[C:6]([C:7]2[CH:8]=[C:9]([C:19]([C:21]3[CH:26]=[CH:25][CH:24]=[CH:23][N:22]=3)=[O:20])[C:10]3[N:14]=[C:13]([O:15]CC)[NH:12][C:11]=3[CH:18]=2)=[C:5]([CH3:27])[O:4][N:3]=1.[F:28][C:29]([F:35])([F:34])[CH2:30][CH2:31][Mg]Br. (8) Given the product [CH2:9]([OH:11])[CH:7]([OH:12])[CH2:6][CH2:5][CH2:4][CH2:3][CH2:2][CH3:1], predict the reactants needed to synthesize it. The reactants are: [CH2:1]=[CH:2][CH2:3][CH2:4][CH2:5][CH2:6][CH2:7]C.[CH:9]([OH:11])=O.[OH:12]O. (9) Given the product [CH3:1][O:2][C:3](=[O:36])[CH2:4][CH2:5][CH2:6][CH2:7][CH2:8][C@@H:9]1[O:32][CH2:33][CH:34]=[CH:35][C:24]2[CH:25]=[C:20]([CH:21]=[C:22]([O:28][CH3:29])[CH:23]=2)[C:19](=[O:30])[NH:18][C:13]2[C:12](=[CH:17][CH:16]=[CH:15][CH:14]=2)[NH:11][C:10]1=[O:31], predict the reactants needed to synthesize it. The reactants are: [CH3:1][O:2][C:3](=[O:36])[CH2:4][CH2:5][CH2:6][CH2:7][CH2:8][C@H:9]([O:32][CH2:33][CH:34]=[CH2:35])[C:10](=[O:31])[NH:11][C:12]1[CH:17]=[CH:16][CH:15]=[CH:14][C:13]=1[NH:18][C:19](=[O:30])[C:20]1[CH:25]=[C:24](C=C)[CH:23]=[C:22]([O:28][CH3:29])[CH:21]=1.